The task is: Predict the reaction yield, written as a fraction of the theoretical maximum amount of product (1.0 means a 100% yield; for example, 0.34 means a 34% yield).. This data is from Reaction yield outcomes from USPTO patents with 853,638 reactions. (1) The reactants are [CH3:1][C:2]1[N:7]=[C:6]2[O:8][CH2:9][CH2:10][O:11][C:5]2=[CH:4][CH:3]=1.C1C=C(Cl)C=C(C(OO)=[O:20])C=1. The catalyst is C(Cl)Cl. The product is [CH3:1][C:2]1[N+:7]([O-:20])=[C:6]2[O:8][CH2:9][CH2:10][O:11][C:5]2=[CH:4][CH:3]=1. The yield is 0.720. (2) The reactants are [CH3:1][N:2]1[CH2:7][CH2:6][N:5]([C:8]2[CH:9]=[N:10][CH:11]=[C:12]([N+:15]([O-])=O)[C:13]=2[NH2:14])[CH2:4][CH2:3]1. The catalyst is CO.[Pd]. The product is [CH3:1][N:2]1[CH2:3][CH2:4][N:5]([C:8]2[C:13]([NH2:14])=[C:12]([NH2:15])[CH:11]=[N:10][CH:9]=2)[CH2:6][CH2:7]1. The yield is 0.990. (3) The reactants are Cl.Cl.[CH3:3][O:4][C:5](=[O:29])[CH2:6][CH2:7][C:8]1[CH:13]=[CH:12][C:11]([O:14][C:15]2[CH:20]=[CH:19][C:18]([CH2:21][CH:22]([NH2:28])[C:23](=[O:27])[N:24]([CH3:26])[CH3:25])=[CH:17][CH:16]=2)=[CH:10][CH:9]=1.CCN(C(C)C)C(C)C.[C:39]1([CH3:49])[CH:44]=[CH:43][C:42]([S:45](Cl)(=[O:47])=[O:46])=[CH:41][CH:40]=1. The catalyst is C(Cl)Cl.C(O)(=O)C.C(OCC)(=O)C. The product is [CH3:3][O:4][C:5](=[O:29])[CH2:6][CH2:7][C:8]1[CH:13]=[CH:12][C:11]([O:14][C:15]2[CH:20]=[CH:19][C:18]([CH2:21][CH:22]([C:23](=[O:27])[N:24]([CH3:25])[CH3:26])[NH:28][S:45]([C:42]3[CH:43]=[CH:44][C:39]([CH3:49])=[CH:40][CH:41]=3)(=[O:47])=[O:46])=[CH:17][CH:16]=2)=[CH:10][CH:9]=1. The yield is 0.470. (4) The reactants are CC1OCCSC=1C([NH:10][C:11]1[CH:16]=CC=CC=1)=O.[F:17][C:18]1[CH:24]=[C:23]([I:25])[CH:22]=[CH:21][C:19]=1[NH2:20].CS(O)(=O)=[O:28].[OH2:31].[Cl:32][C:33]1[CH:38]=[CH:37]C=CC=1. No catalyst specified. The product is [Cl:32][C:33]1[N:10]=[C:11]([NH:20][C:19]2[CH:21]=[CH:22][C:23]([I:25])=[CH:24][C:18]=2[F:17])[C:16](=[O:28])[O:31][C:38]=1[CH3:37]. The yield is 0.630. (5) The reactants are C[O:2][C:3]([C:5]1[S:6][C:7]([C:26]2[CH2:31][CH2:30][CH2:29][CH2:28][CH:27]=2)=[CH:8][C:9]=1[N:10]([C:17]([C@H:19]1[CH2:24][CH2:23][C@H:22]([CH3:25])[CH2:21][CH2:20]1)=[O:18])[C:11]1[CH:16]=[CH:15][CH:14]=[CH:13][CH:12]=1)=[O:4].[OH-].[Li+]. No catalyst specified. The product is [C:26]1([C:7]2[S:6][C:5]([C:3]([OH:4])=[O:2])=[C:9]([N:10]([C:17]([C@H:19]3[CH2:20][CH2:21][C@H:22]([CH3:25])[CH2:23][CH2:24]3)=[O:18])[C:11]3[CH:12]=[CH:13][CH:14]=[CH:15][CH:16]=3)[CH:8]=2)[CH2:31][CH2:30][CH2:29][CH2:28][CH:27]=1. The yield is 0.890. (6) The reactants are [NH2:1][CH2:2][CH2:3][CH2:4][N:5]1[CH2:10][CH2:9][O:8][CH2:7][CH2:6]1.[C:11]([O:15][CH2:16][CH3:17])(=[O:14])[CH:12]=O.CC(O)=O.[BH3-]C#N.[Na+]. The catalyst is CO.C([O-])(O)=O.[Na+]. The product is [CH2:16]([O:15][C:11](=[O:14])[CH2:12][NH:1][CH2:2][CH2:3][CH2:4][N:5]1[CH2:10][CH2:9][O:8][CH2:7][CH2:6]1)[CH3:17]. The yield is 0.470. (7) The reactants are [CH:1]([N:14]1[CH2:17][C:16](=O)[CH2:15]1)([C:8]1[CH:13]=[CH:12][CH:11]=[CH:10][CH:9]=1)[C:2]1[CH:7]=[CH:6][CH:5]=[CH:4][CH:3]=1.[CH2:19]([NH2:26])[C:20]1[CH:25]=[CH:24][CH:23]=[CH:22][CH:21]=1.C(O)(=O)C.[C-:31]#[N:32].[Na+]. The catalyst is CO. The product is [CH:1]([N:14]1[CH2:17][C:16]([NH:26][CH2:19][C:20]2[CH:25]=[CH:24][CH:23]=[CH:22][CH:21]=2)([C:31]#[N:32])[CH2:15]1)([C:8]1[CH:13]=[CH:12][CH:11]=[CH:10][CH:9]=1)[C:2]1[CH:7]=[CH:6][CH:5]=[CH:4][CH:3]=1. The yield is 0.720. (8) The catalyst is CS(C)=O.O. The yield is 0.810. The product is [N:1]1([C:8]2[CH:17]=[CH:16][C:15]([N+:18]([O-:20])=[O:19])=[C:14]3[C:9]=2[CH:10]=[CH:11][CH:12]=[N:13]3)[CH2:6][CH2:5][O:4][CH2:3][CH2:2]1. The reactants are [NH:1]1[CH2:6][CH2:5][O:4][CH2:3][CH2:2]1.Cl[C:8]1[CH:17]=[CH:16][C:15]([N+:18]([O-:20])=[O:19])=[C:14]2[C:9]=1[CH:10]=[CH:11][CH:12]=[N:13]2. (9) The reactants are [C:1]([O:5][C:6]([N:8]1[CH2:13][CH2:12][CH:11]([O:14][C:15]2[CH:20]=[CH:19][C:18]([NH:21][CH2:22]/[CH:23]=[CH:24]/[C:25]3[CH:26]=[C:27]([CH:30]=[CH:31][CH:32]=3)[C:28]#[N:29])=[CH:17][CH:16]=2)[CH2:10][CH2:9]1)=[O:7])([CH3:4])([CH3:3])[CH3:2].C(=O)([O-])[O-].[K+].[K+].Br[CH:40]([CH2:46][CH3:47])[C:41]([O:43][CH2:44][CH3:45])=[O:42].O. The catalyst is CN(C)C=O. The product is [C:1]([O:5][C:6]([N:8]1[CH2:13][CH2:12][CH:11]([O:14][C:15]2[CH:20]=[CH:19][C:18]([N:21]([CH2:47][CH2:46][CH2:40][C:41]([O:43][CH2:44][CH3:45])=[O:42])[CH2:22]/[CH:23]=[CH:24]/[C:25]3[CH:32]=[CH:31][CH:30]=[C:27]([C:28]#[N:29])[CH:26]=3)=[CH:17][CH:16]=2)[CH2:10][CH2:9]1)=[O:7])([CH3:4])([CH3:2])[CH3:3]. The yield is 0.480. (10) The product is [CH:5]1[C:6]2[C:11](=[CH:10][CH:9]=[CH:8][CH:7]=2)[CH:12]=[CH:13][C:4]=1[C:2]([C:4]1[CH:13]=[CH:12][CH:11]=[CH:6][CH:5]=1)=[CH2:1]. The catalyst is C1COCC1. The reactants are [CH3:1][C:2]([C:4]1[CH:13]=[CH:12][C:11]2[C:6](=[CH:7][CH:8]=[CH:9][CH:10]=2)[CH:5]=1)=O.O. The yield is 0.750.